From a dataset of Reaction yield outcomes from USPTO patents with 853,638 reactions. Predict the reaction yield, written as a fraction of the theoretical maximum amount of product (1.0 means a 100% yield; for example, 0.34 means a 34% yield). (1) The reactants are [CH3:1][O:2][CH2:3][CH2:4][O:5][C:6]1[CH:7]=[C:8]2[C:12](=[C:13]([N:15]([CH3:24])[S:16]([C:19]3[S:20][CH:21]=[CH:22][CH:23]=3)(=[O:18])=[O:17])[CH:14]=1)[NH:11][C:10]([C:25]([NH2:27])=O)=[CH:9]2.COC1C=CC(P2(SP(C3C=CC(OC)=CC=3)(=S)S2)=[S:37])=CC=1.[C:50]([O:55][CH2:56][CH3:57])(=[O:54])[C:51]#[C:52][CH3:53].C(P(CCCC)CCCC)CCC. The catalyst is O1CCCC1.C1(C)C=CC=CC=1. The product is [CH2:56]([O:55][C:50](=[O:54])[CH2:51][CH:52]1[S:37][C:25]([C:10]2[NH:11][C:12]3[C:8]([CH:9]=2)=[CH:7][C:6]([O:5][CH2:4][CH2:3][O:2][CH3:1])=[CH:14][C:13]=3[N:15]([CH3:24])[S:16]([C:19]2[S:20][CH:21]=[CH:22][CH:23]=2)(=[O:18])=[O:17])=[N:27][CH2:53]1)[CH3:57]. The yield is 0.420. (2) The reactants are Br[C:2]1[C:3]([N:17]2[CH2:22][CH2:21][CH2:20][C@@H:19]([NH:23]C(=O)OC(C)(C)C)[CH2:18]2)=[C:4]2[C:10]([NH:11][C:12]([CH:14]3[CH2:16][CH2:15]3)=[O:13])=[CH:9][NH:8][C:5]2=[N:6][CH:7]=1.CC1(C)C2C=CC=C(P(C3C=CC=CC=3)C3C=CC=CC=3)C=2OC2C1=CC=CC=2P(C1C=CC=CC=1)C1C=CC=CC=1.[CH3:73][CH:74]([SH:76])[CH3:75].C(N(C(C)C)C(C)C)C.C(Cl)[Cl:87]. The catalyst is O1CCOCC1.C1C=CC(/C=C/C(/C=C/C2C=CC=CC=2)=O)=CC=1.C1C=CC(/C=C/C(/C=C/C2C=CC=CC=2)=O)=CC=1.C1C=CC(/C=C/C(/C=C/C2C=CC=CC=2)=O)=CC=1.[Pd].[Pd].O. The product is [ClH:87].[NH2:23][C@@H:19]1[CH2:20][CH2:21][CH2:22][N:17]([C:3]2[C:2]([S:76][CH:74]([CH3:75])[CH3:73])=[CH:7][N:6]=[C:5]3[NH:8][CH:9]=[C:10]([NH:11][C:12]([CH:14]4[CH2:16][CH2:15]4)=[O:13])[C:4]=23)[CH2:18]1. The yield is 0.510. (3) The reactants are [Cl:1][C:2]1[CH:7]=[CH:6][CH:5]=[CH:4][C:3]=1[N:8]1[C:12]([C:13]2[CH:18]=[CH:17][C:16]([Cl:19])=[CH:15][CH:14]=2)=[C:11](OCC(OC)=O)[C:10]([C:26](=[O:33])[NH:27][N:28]2[CH2:32][CH2:31][CH2:30][CH2:29]2)=[N:9]1.[NH3:34].[CH3:35][OH:36].[C:37](OCC)(=O)C.[OH2:43]. The catalyst is CO. The product is [C:35]([CH2:37][O:43][C:11]1[C:10]([C:26](=[O:33])[NH:27][N:28]2[CH2:32][CH2:31][CH2:30][CH2:29]2)=[N:9][N:8]([C:3]2[CH:4]=[CH:5][CH:6]=[CH:7][C:2]=2[Cl:1])[C:12]=1[C:13]1[CH:14]=[CH:15][C:16]([Cl:19])=[CH:17][CH:18]=1)(=[O:36])[NH2:34]. The yield is 0.110. (4) The reactants are [CH2:1]([N:4]([CH2:19][CH2:20][CH3:21])[CH2:5][CH2:6][CH2:7][CH2:8][NH:9][CH2:10][C:11]1[CH:18]=[CH:17][C:14]([C:15]#[N:16])=[CH:13][CH:12]=1)[CH2:2][CH3:3].[NH:22]1[CH:26]=[CH:25][CH:24]=[C:23]1[CH:27]=O.C(O[BH-](OC(=O)C)OC(=O)C)(=O)C.[Na+].C(=O)(O)[O-].[Na+]. The catalyst is C(O)C. The product is [CH2:19]([N:4]([CH2:1][CH2:2][CH3:3])[CH2:5][CH2:6][CH2:7][CH2:8][N:9]([CH2:10][C:11]1[CH:12]=[CH:13][C:14]([C:15]#[N:16])=[CH:17][CH:18]=1)[CH2:27][C:23]1[NH:22][CH:26]=[CH:25][CH:24]=1)[CH2:20][CH3:21]. The yield is 0.545.